Dataset: Full USPTO retrosynthesis dataset with 1.9M reactions from patents (1976-2016). Task: Predict the reactants needed to synthesize the given product. (1) Given the product [CH3:40][O:41][C:2]1[C:11]2[C:6](=[CH:7][CH:8]=[C:9]([C:12]([C:24]3[N:28]([CH3:29])[CH:27]=[N:26][CH:25]=3)([C:14]3[CH:15]=[N:16][C:17]([C:20]([F:23])([F:22])[F:21])=[CH:18][CH:19]=3)[OH:13])[CH:10]=2)[N:5]=[C:4]([C:30]([F:33])([F:32])[F:31])[C:3]=1[C:34]1[CH:39]=[CH:38][CH:37]=[CH:36][CH:35]=1.[C:40]([OH:46])([C:42]([F:45])([F:44])[F:43])=[O:41], predict the reactants needed to synthesize it. The reactants are: Cl[C:2]1[C:11]2[C:6](=[CH:7][CH:8]=[C:9]([C:12]([C:24]3[N:28]([CH3:29])[CH:27]=[N:26][CH:25]=3)([C:14]3[CH:15]=[N:16][C:17]([C:20]([F:23])([F:22])[F:21])=[CH:18][CH:19]=3)[OH:13])[CH:10]=2)[N:5]=[C:4]([C:30]([F:33])([F:32])[F:31])[C:3]=1[C:34]1[CH:39]=[CH:38][CH:37]=[CH:36][CH:35]=1.[C:40]([OH:46])([C:42]([F:45])([F:44])[F:43])=[O:41].C[O-].[Na+].CO. (2) Given the product [CH3:1][O:2][C:3]1[CH:4]=[C:5]2[C:10](=[CH:11][CH:12]=1)[CH:9]=[C:8]([CH:13]([CH3:17])[C:14]([N:29]1[C@H:28]([C:30]([OH:32])=[O:31])[CH2:27][S:26][C:25]1=[O:24])=[O:16])[CH:7]=[CH:6]2, predict the reactants needed to synthesize it. The reactants are: [CH3:1][O:2][C:3]1[CH:4]=[C:5]2[C:10](=[CH:11][CH:12]=1)[CH:9]=[C:8]([CH:13]([CH3:17])[C:14]([OH:16])=O)[CH:7]=[CH:6]2.C(Cl)(=O)C(Cl)=O.[O:24]=[C:25]1[NH:29][CH:28]([C:30]([OH:32])=[O:31])[CH2:27][S:26]1.C(N(CC)CC)C. (3) Given the product [C:1]([C:5]1[N:6]=[C:7]([N:16]2[CH2:20][CH2:19][C:18]([F:21])([F:22])[CH2:17]2)[C:8]2[C:9](=[N:11][N:12]([CH2:44][C:45]([C:47]3[CH:52]=[CH:51][CH:50]=[CH:49][CH:48]=3)=[O:46])[N:13]=2)[N:10]=1)([CH3:3])([CH3:2])[CH3:4], predict the reactants needed to synthesize it. The reactants are: [C:1]([C:5]1[N:6]=[C:7]([N:16]2[CH2:20][CH2:19][C:18]([F:22])([F:21])[CH2:17]2)[C:8]2[N:13]=[N:12][N:11](CC)[C:9]=2[N:10]=1)([CH3:4])([CH3:3])[CH3:2].C(C1N=C(N2CCC(F)(F)C2)C2N=NNC=2N=1)(C)(C)C.Br[CH2:44][C:45]([C:47]1[CH:52]=[CH:51][CH:50]=[CH:49][CH:48]=1)=[O:46].